Task: Predict the reactants needed to synthesize the given product.. Dataset: Full USPTO retrosynthesis dataset with 1.9M reactions from patents (1976-2016) (1) The reactants are: [CH3:1][S:2](Cl)(=[O:4])=[O:3].CCN(CC)CC.[CH3:13][O:14][C:15](=[O:53])[C:16]1[CH:21]=[CH:20][C:19]([O:22][CH2:23][CH2:24][C:25]2[C:33]3[C:28](=[CH:29][CH:30]=[C:31]([Cl:34])[CH:32]=3)[N:27]([CH:35]([C:42]3[CH:47]=[CH:46][CH:45]=[CH:44][CH:43]=3)[C:36]3[CH:41]=[CH:40][CH:39]=[CH:38][CH:37]=3)[C:26]=2[CH2:48][CH2:49][OH:50])=[CH:18][C:17]=1[O:51][CH3:52]. Given the product [CH3:13][O:14][C:15](=[O:53])[C:16]1[CH:21]=[CH:20][C:19]([O:22][CH2:23][CH2:24][C:25]2[C:33]3[C:28](=[CH:29][CH:30]=[C:31]([Cl:34])[CH:32]=3)[N:27]([CH:35]([C:42]3[CH:43]=[CH:44][CH:45]=[CH:46][CH:47]=3)[C:36]3[CH:41]=[CH:40][CH:39]=[CH:38][CH:37]=3)[C:26]=2[CH2:48][CH2:49][O:50][S:2]([CH3:1])(=[O:4])=[O:3])=[CH:18][C:17]=1[O:51][CH3:52], predict the reactants needed to synthesize it. (2) Given the product [NH2:1][C:2]1[N:7]([C:8]2[CH:9]=[CH:10][C:11]([O:14][CH3:15])=[CH:12][CH:13]=2)[C:6](=[S:16])[NH:5][C:4](=[O:17])[C:3]=1[N:18]=[O:19], predict the reactants needed to synthesize it. The reactants are: [NH2:1][C:2]1[N:7]([C:8]2[CH:13]=[CH:12][C:11]([O:14][CH3:15])=[CH:10][CH:9]=2)[C:6](=[S:16])[NH:5][C:4](=[O:17])[CH:3]=1.[N:18]([O-])=[O:19].[Na+]. (3) Given the product [ClH:1].[CH3:31][C:28]1[CH:29]=[CH:30][C:25]([C:24]([N:21]2[CH2:22][CH2:23][CH:18]([CH2:17][CH:16]([N:45]([CH3:47])[CH3:46])[CH2:15][CH:12]3[CH2:13][CH2:14][N:9]([C:7](=[O:8])[C:6]4[CH:48]=[CH:49][C:3]([CH3:2])=[C:4]([C:50]5[CH:55]=[C:54]([O:56][CH3:57])[C:53]([O:58][CH3:59])=[C:52]([O:60][CH3:61])[CH:51]=5)[CH:5]=4)[CH2:10][CH2:11]3)[CH2:19][CH2:20]2)=[O:44])=[CH:26][C:27]=1[C:32]1[CH:37]=[C:36]([O:38][CH3:39])[C:35]([O:40][CH3:41])=[C:34]([O:42][CH3:43])[CH:33]=1, predict the reactants needed to synthesize it. The reactants are: [ClH:1].[CH3:2][C:3]1[CH:49]=[CH:48][C:6]([C:7]([N:9]2[CH2:14][CH2:13][CH:12]([CH2:15][CH:16]([N:45]([CH3:47])[CH3:46])[CH2:17][CH:18]3[CH2:23][CH2:22][N:21]([C:24](=[O:44])[C:25]4[CH:30]=[CH:29][C:28]([CH3:31])=[C:27]([C:32]5[CH:37]=[C:36]([O:38][CH3:39])[C:35]([O:40][CH3:41])=[C:34]([O:42][CH3:43])[CH:33]=5)[CH:26]=4)[CH2:20][CH2:19]3)[CH2:11][CH2:10]2)=[O:8])=[CH:5][C:4]=1[C:50]1[CH:55]=[C:54]([O:56][CH3:57])[C:53]([O:58][CH3:59])=[C:52]([O:60][CH3:61])[CH:51]=1. (4) The reactants are: [OH:1][C:2]1[CH:7]=[CH:6][C:5]([CH2:8][NH:9][C:10]2[CH:15]=[CH:14][C:13]([CH:16]([CH3:18])[CH3:17])=[CH:12][CH:11]=2)=[CH:4][C:3]=1[O:19][CH3:20].[CH:21]([C:24]1[CH:29]=[CH:28][CH:27]=[C:26]([CH:30]([CH3:32])[CH3:31])[C:25]=1[N:33]=[C:34]=[O:35])([CH3:23])[CH3:22]. Given the product [CH:21]([C:24]1[CH:29]=[CH:28][CH:27]=[C:26]([CH:30]([CH3:31])[CH3:32])[C:25]=1[NH:33][C:34](=[O:35])[N:9]([CH2:8][C:5]1[CH:6]=[CH:7][C:2]([OH:1])=[C:3]([O:19][CH3:20])[CH:4]=1)[C:10]1[CH:15]=[CH:14][C:13]([CH:16]([CH3:18])[CH3:17])=[CH:12][CH:11]=1)([CH3:22])[CH3:23], predict the reactants needed to synthesize it. (5) Given the product [F:1][C:2]1[CH:3]=[C:4]([NH:17][CH:15]2[CH2:16][O:13][CH2:14]2)[C:5]([C:8]([O:10][CH3:11])=[O:9])=[N:6][CH:7]=1, predict the reactants needed to synthesize it. The reactants are: [F:1][C:2]1[CH:3]=[C:4](I)[C:5]([C:8]([O:10][CH3:11])=[O:9])=[N:6][CH:7]=1.[O:13]1[CH2:16][CH:15]([NH2:17])[CH2:14]1.CC1(C)C2C(=C(P(C3C=CC=CC=3)C3C=CC=CC=3)C=CC=2)OC2C(P(C3C=CC=CC=3)C3C=CC=CC=3)=CC=CC1=2.C(=O)([O-])[O-].[Cs+].[Cs+]. (6) Given the product [C:4]([CH:6]([O:8][CH:9]1[CH:14]([C:15]2[CH:16]=[CH:17][C:18]([O:21][CH2:22][CH2:23][CH2:24][O:25][CH2:26][C:27]3[CH:32]=[CH:31][CH:30]=[CH:29][C:28]=3[O:33][CH3:34])=[CH:19][CH:20]=2)[CH2:13][CH2:12][N:11]([C:35]([O:37][C:38]([CH3:39])([CH3:41])[CH3:40])=[O:36])[CH2:10]1)[CH3:7])([OH:5])=[O:3], predict the reactants needed to synthesize it. The reactants are: C([O:3][C:4]([CH:6]([O:8][CH:9]1[CH:14]([C:15]2[CH:20]=[CH:19][C:18]([O:21][CH2:22][CH2:23][CH2:24][O:25][CH2:26][C:27]3[CH:32]=[CH:31][CH:30]=[CH:29][C:28]=3[O:33][CH3:34])=[CH:17][CH:16]=2)[CH2:13][CH2:12][N:11]([C:35]([O:37][C:38]([CH3:41])([CH3:40])[CH3:39])=[O:36])[CH2:10]1)[CH3:7])=[O:5])C.Cl. (7) Given the product [N:22]1[CH:27]=[C:26]([C:2]2[CH:3]=[C:4]([CH:19]=[CH:20][N:21]=2)[C:5]([NH:7][C:8]2[CH:13]=[CH:12][C:11]([O:14][C:15]([F:18])([F:17])[F:16])=[CH:10][CH:9]=2)=[O:6])[CH:25]=[N:24][CH:23]=1, predict the reactants needed to synthesize it. The reactants are: Br[C:2]1[CH:3]=[C:4]([CH:19]=[CH:20][N:21]=1)[C:5]([NH:7][C:8]1[CH:13]=[CH:12][C:11]([O:14][C:15]([F:18])([F:17])[F:16])=[CH:10][CH:9]=1)=[O:6].[N:22]1[CH:27]=[C:26](B(O)O)[CH:25]=[N:24][CH:23]=1.